Dataset: Reaction yield outcomes from USPTO patents with 853,638 reactions. Task: Predict the reaction yield, written as a fraction of the theoretical maximum amount of product (1.0 means a 100% yield; for example, 0.34 means a 34% yield). (1) The reactants are [Cl:1][C:2]1[CH:3]=[CH:4][C:5]([CH:11]=[O:12])=[C:6]([CH:10]=1)[C:7]([OH:9])=[O:8].[C:13]([O-])([O-])=O.[K+].[K+].CI.CCOCC. The catalyst is CN(C=O)C. The product is [CH3:13][O:8][C:7](=[O:9])[C:6]1[CH:10]=[C:2]([Cl:1])[CH:3]=[CH:4][C:5]=1[CH:11]=[O:12]. The yield is 0.650. (2) The reactants are [CH2:1]([OH:19])[CH2:2][CH2:3][CH2:4][CH2:5][CH2:6][CH2:7][CH2:8]/[CH:9]=[CH:10]\[CH2:11][CH2:12][CH2:13][CH2:14][CH2:15][CH2:16][CH2:17][CH3:18].[Cl:20][C:21](Cl)([O:23]C(=O)OC(Cl)(Cl)Cl)Cl.N1C=CC=CC=1. The catalyst is ClCCl. The product is [Cl:20][C:21]([O:19][CH2:1][CH2:2][CH2:3][CH2:4][CH2:5][CH2:6][CH2:7][CH2:8]/[CH:9]=[CH:10]\[CH2:11][CH2:12][CH2:13][CH2:14][CH2:15][CH2:16][CH2:17][CH3:18])=[O:23]. The yield is 0.843. (3) The reactants are [NH2:1][C:2]1[CH:7]=[CH:6][C:5]([Br:8])=[CH:4][N:3]=1.C[N:10]([CH:12](OC)OC)C.Cl.N[OH:19]. The catalyst is CC(O)C. The product is [Br:8][C:5]1[CH:6]=[CH:7][C:2]([NH:1][CH:12]=[N:10][OH:19])=[N:3][CH:4]=1. The yield is 0.750. (4) The reactants are O[C:2]1[C:11]2[C:6](=[N:7][CH:8]=[CH:9][CH:10]=2)[N:5]([C:12]2[CH:17]=[CH:16][CH:15]=[CH:14][CH:13]=2)[C:4](=[O:18])[C:3]=1[C:19](=O)[CH2:20][CH2:21][C:22]1[CH:27]=[CH:26][CH:25]=[CH:24][C:23]=1[C:28]#[N:29].O.[NH2:32][NH2:33]. The catalyst is CN(C=O)C. The product is [C:28]([C:23]1[CH:24]=[CH:25][CH:26]=[CH:27][C:22]=1[CH2:21][CH2:20][C:19]1[C:3]2[C:4](=[O:18])[N:5]([C:12]3[CH:17]=[CH:16][CH:15]=[CH:14][CH:13]=3)[C:6]3[N:7]=[CH:8][CH:9]=[CH:10][C:11]=3[C:2]=2[NH:33][N:32]=1)#[N:29]. The yield is 0.970. (5) The reactants are [C:1]([C:5]1[N:9]([CH3:10])[N:8]([CH2:11][CH:12]2[CH2:14][CH2:13]2)/[C:7](=[N:15]/C(=O)C(F)(F)F)/[CH:6]=1)([CH3:4])([CH3:3])[CH3:2].[OH-].[Na+]. The catalyst is CO. The product is [C:1]([C:5]1[N:9]([CH3:10])[N:8]([CH2:11][CH:12]2[CH2:13][CH2:14]2)[C:7](=[NH:15])[CH:6]=1)([CH3:4])([CH3:2])[CH3:3]. The yield is 0.870. (6) The product is [N+:18]([C:15]1[CH:16]=[CH:17][C:12]([N:4]2[CH:5]=[C:6]([C:8]([F:11])([F:10])[F:9])[N:7]=[C:3]2[CH2:2][C:21]#[N:22])=[CH:13][CH:14]=1)([O-:20])=[O:19]. The catalyst is CCO.O. The reactants are Br[CH2:2][C:3]1[N:4]([C:12]2[CH:17]=[CH:16][C:15]([N+:18]([O-:20])=[O:19])=[CH:14][CH:13]=2)[CH:5]=[C:6]([C:8]([F:11])([F:10])[F:9])[N:7]=1.[C-:21]#[N:22].[Na+]. The yield is 0.870. (7) The reactants are Cl[C:2]1[CH:9]=[CH:8][C:5]([C:6]#[N:7])=[CH:4][CH:3]=1.[CH3:10][NH:11][C:12]1[CH:17]=[CH:16][CH:15]=[CH:14][CH:13]=1.CC(C)([O-])C.[Na+]. The catalyst is C1(C)C=CC=CC=1.C1C=CC(/C=C/C(/C=C/C2C=CC=CC=2)=O)=CC=1.C1C=CC(/C=C/C(/C=C/C2C=CC=CC=2)=O)=CC=1.[Pd]. The product is [C:6]([C:5]1[CH:8]=[CH:9][C:2]([N:11]([CH3:10])[C:12]2[CH:17]=[CH:16][CH:15]=[CH:14][CH:13]=2)=[CH:3][CH:4]=1)#[N:7]. The yield is 0.910.